The task is: Predict which catalyst facilitates the given reaction.. This data is from Catalyst prediction with 721,799 reactions and 888 catalyst types from USPTO. (1) Reactant: [OH:1][CH2:2][C@H:3]1[CH2:8][CH2:7][C@H:6]([C:9]([OH:11])=[O:10])[CH2:5][CH2:4]1.N1C(C)=CC=CC=1C.O([Si:28]([C:31]([CH3:34])([CH3:33])[CH3:32])([CH3:30])[CH3:29])S(C(F)(F)F)(=O)=O. The catalyst class is: 2. Product: [Si:28]([O:1][CH2:2][C@H:3]1[CH2:4][CH2:5][C@H:6]([C:9]([OH:11])=[O:10])[CH2:7][CH2:8]1)([C:31]([CH3:34])([CH3:33])[CH3:32])([CH3:30])[CH3:29]. (2) Product: [Cl:2][C:3]1[C:7]([Cl:8])=[C:6]([CH3:9])[NH:5][C:4]=1[C:10]([NH:12][C@@H:13]1[CH2:18][CH2:17][N:16]([C:34]2[S:35][C:36]([C:42]([O:44][CH2:45][CH3:46])=[O:43])=[C:37]([C:39]([OH:41])=[O:40])[N:38]=2)[CH2:15][C@@H:14]1[N:19]1[CH:23]=[CH:22][N:21]=[N:20]1)=[O:11]. The catalyst class is: 37. Reactant: Br.[Cl:2][C:3]1[C:7]([Cl:8])=[C:6]([CH3:9])[NH:5][C:4]=1[C:10]([NH:12][C@@H:13]1[CH2:18][CH2:17][NH:16][CH2:15][C@@H:14]1[N:19]1[CH:23]=[CH:22][N:21]=[N:20]1)=[O:11].CCN(C(C)C)C(C)C.Cl[C:34]1[S:35][C:36]([C:42]([O:44][CH2:45][CH3:46])=[O:43])=[C:37]([C:39]([OH:41])=[O:40])[N:38]=1.Cl. (3) Reactant: Cl[C:2]1[C:7]([N+:8]([O-:10])=[O:9])=[CH:6][CH:5]=[CH:4][C:3]=1[CH3:11].[CH:12]1([NH2:15])[CH2:14][CH2:13]1. Product: [CH:12]1([NH:15][C:2]2[C:7]([N+:8]([O-:10])=[O:9])=[CH:6][CH:5]=[CH:4][C:3]=2[CH3:11])[CH2:14][CH2:13]1. The catalyst class is: 6.